From a dataset of Full USPTO retrosynthesis dataset with 1.9M reactions from patents (1976-2016). Predict the reactants needed to synthesize the given product. (1) The reactants are: [C:1]([O:5][C:6]([N:8]1[CH2:12][C@@H:11]([CH3:13])[CH2:10][C@H:9]1[C:14]1[NH:15][C:16]([I:20])=[C:17](I)[N:18]=1)=[O:7])([CH3:4])([CH3:3])[CH3:2].IC1NC=NC=1I.[Li+].[Cl-].IC1N=C([C@@H]2C[C@H](C)CN2C(OC(C)(C)C)=O)NC=1I.C[Mg]Cl.C([Mg]Cl)(C)C.[NH4+].[Cl-]. Given the product [I:20][C:16]1[NH:15][C:14]([C@@H:9]2[CH2:10][C@H:11]([CH3:13])[CH2:12][N:8]2[C:6]([O:5][C:1]([CH3:2])([CH3:4])[CH3:3])=[O:7])=[N:18][CH:17]=1, predict the reactants needed to synthesize it. (2) Given the product [NH2:19][C:2]1[CH:3]=[CH:4][C:5]([F:18])=[C:6]([C@:8]2([CH2:16][F:17])[C@@H:14]3[C@@H:12]([CH2:13]3)[O:11][C:10]([NH2:15])=[N:9]2)[CH:7]=1, predict the reactants needed to synthesize it. The reactants are: Br[C:2]1[CH:3]=[CH:4][C:5]([F:18])=[C:6]([C@:8]2([CH2:16][F:17])[C@@H:14]3[C@@H:12]([CH2:13]3)[O:11][C:10]([NH2:15])=[N:9]2)[CH:7]=1.[N-:19]=[N+]=[N-].[Na+].CN[C@@H]1CCCC[C@H]1NC.[NH4+].[Cl-].[OH-].[NH4+].CP(C)C. (3) Given the product [C:14]([NH:18][C:19]([C:21]1[S:54][C:24]2[N:25]=[C:26]([C:48]3[CH:53]=[CH:52][CH:51]=[CH:50][CH:49]=3)[N:27]=[C:28]([C:29]3[CH:34]=[CH:33][CH:32]=[C:31]([NH:35][C:36]([N:3]([CH3:4])[CH3:2])=[O:38])[CH:30]=3)[C:23]=2[C:22]=1[NH2:55])=[O:20])([CH3:17])([CH3:15])[CH3:16], predict the reactants needed to synthesize it. The reactants are: Cl.[CH3:2][NH:3][CH3:4].C(N(CC)C(C)C)(C)C.[C:14]([NH:18][C:19]([C:21]1[S:54][C:24]2[N:25]=[C:26]([C:48]3[CH:53]=[CH:52][CH:51]=[CH:50][CH:49]=3)[N:27]=[C:28]([C:29]3[CH:34]=[CH:33][CH:32]=[C:31]([NH:35][C:36]([O:38]C4C=CC([N+]([O-])=O)=CC=4)=O)[CH:30]=3)[C:23]=2[C:22]=1[NH2:55])=[O:20])([CH3:17])([CH3:16])[CH3:15]. (4) Given the product [CH:32]1([CH2:27][N:14]([CH2:15][C:16]2[S:20][C:19]([CH3:21])=[N:18][C:17]=2[CH3:22])[CH:11]2[CH2:10][CH2:9][NH:8][CH2:13][CH2:12]2)[CH2:30][CH2:31]1, predict the reactants needed to synthesize it. The reactants are: C(OC([N:8]1[CH2:13][CH2:12][CH:11]([NH:14][CH:15](CC2CC2)[C:16]2[S:20][C:19]([CH3:21])=[N:18][C:17]=2[CH3:22])[CH2:10][CH2:9]1)=O)(C)(C)C.[C:27]1(OC)[CH:32]=[CH:31][CH:30]=CC=1.FC(F)(F)C(O)=O. (5) Given the product [C:25](=[C:18]1[CH2:19][CH2:20][C:21]2([O:30][CH2:34][CH2:33][O:29]2)[CH2:22][CH2:23]1)([CH3:24])[CH3:26], predict the reactants needed to synthesize it. The reactants are: [I-].C([P+]([C:18]1[CH:23]=[CH:22][CH:21]=[CH:20][CH:19]=1)([C:18]1[CH:23]=[CH:22][CH:21]=[CH:20][CH:19]=1)[C:18]1[CH:23]=[CH:22][CH:21]=[CH:20][CH:19]=1)(C)C.[CH2:24]([Li])[CH2:25][CH2:26]C.[OH2:29].[O:30]1[CH2:34][CH2:33]CC1. (6) Given the product [NH2:26][C:12]1[N:11]=[CH:10][C:9]2[C:5]([C:3]([OH:4])=[O:2])=[CH:6][O:7][C:8]=2[C:13]=1[O:14][C@@H:15]([C:17]1[C:22]([Cl:23])=[CH:21][CH:20]=[C:19]([F:24])[C:18]=1[Cl:25])[CH3:16], predict the reactants needed to synthesize it. The reactants are: C[O:2][C:3]([C:5]1[C:9]2[CH:10]=[N:11][C:12]([NH2:26])=[C:13]([O:14][C@@H:15]([C:17]3[C:22]([Cl:23])=[CH:21][CH:20]=[C:19]([F:24])[C:18]=3[Cl:25])[CH3:16])[C:8]=2[O:7][CH:6]=1)=[O:4]. (7) Given the product [CH2:14]([O:13][C:11]([C:10]1[CH:9]=[N:8][N:7]2[C:2]([NH:30][C:31]3[C:35]([CH3:36])=[CH:34][S:33][CH:32]=3)=[C:3]([C:16]([N:18]3[CH2:23][CH2:22][CH:21]([C:24]4[CH:29]=[CH:28][CH:27]=[CH:26][CH:25]=4)[CH2:20][CH2:19]3)=[O:17])[CH:4]=[N:5][C:6]=12)=[O:12])[CH3:15], predict the reactants needed to synthesize it. The reactants are: Cl[C:2]1[N:7]2[N:8]=[CH:9][C:10]([C:11]([O:13][CH2:14][CH3:15])=[O:12])=[C:6]2[N:5]=[CH:4][C:3]=1[C:16]([N:18]1[CH2:23][CH2:22][CH:21]([C:24]2[CH:29]=[CH:28][CH:27]=[CH:26][CH:25]=2)[CH2:20][CH2:19]1)=[O:17].[NH2:30][C:31]1[C:35]([CH3:36])=[CH:34][S:33][CH:32]=1.